Dataset: Full USPTO retrosynthesis dataset with 1.9M reactions from patents (1976-2016). Task: Predict the reactants needed to synthesize the given product. (1) The reactants are: [NH2:1][CH:2]1[CH2:7][CH2:6][N:5]([C:8]([O:10][CH2:11][CH3:12])=[O:9])[CH2:4][CH2:3]1.CCN(CC)CC.Cl[C:21]([O:23][C:24]1[CH:29]=[CH:28][C:27]([N+:30]([O-:32])=[O:31])=[CH:26][CH:25]=1)=[O:22].O. Given the product [N+:30]([C:27]1[CH:28]=[CH:29][C:24]([O:23][C:21]([NH:1][CH:2]2[CH2:3][CH2:4][N:5]([C:8]([O:10][CH2:11][CH3:12])=[O:9])[CH2:6][CH2:7]2)=[O:22])=[CH:25][CH:26]=1)([O-:32])=[O:31], predict the reactants needed to synthesize it. (2) Given the product [ClH:41].[CH3:1][C:2]1[CH:7]=[CH:6][CH:5]=[C:4]([CH3:8])[C:3]=1[CH2:9][NH:10][C:11]1[C:12]2[N:13]([C:34]([CH3:38])=[C:35]([CH3:37])[N:36]=2)[CH:14]=[C:15]([N:17]2[C:22](=[O:23])[CH:21]=[CH:20][C:19]([C:24]([OH:26])=[O:25])=[CH:18]2)[CH:16]=1, predict the reactants needed to synthesize it. The reactants are: [CH3:1][C:2]1[CH:7]=[CH:6][CH:5]=[C:4]([CH3:8])[C:3]=1[CH2:9][NH:10][C:11]1[C:12]2[N:13]([C:34]([CH3:38])=[C:35]([CH3:37])[N:36]=2)[CH:14]=[C:15]([N:17]2[C:22](=[O:23])[CH:21]=[CH:20][C:19]([C:24]([O:26]CC3C=CC=CC=3)=[O:25])=[CH:18]2)[CH:16]=1.[OH-].[Na+].[ClH:41]. (3) Given the product [CH3:33][NH:32][C:31]([N:27]1[C:28]2[C:24](=[CH:23][C:22]([O:21][C:19]3[CH:18]=[CH:17][N:16]=[C:15]([N:2]([CH3:1])[C:3]([NH2:35])=[O:4])[CH:20]=3)=[CH:30][CH:29]=2)[CH:25]=[CH:26]1)=[O:34], predict the reactants needed to synthesize it. The reactants are: [CH3:1][N:2]([C:15]1[CH:20]=[C:19]([O:21][C:22]2[CH:23]=[C:24]3[C:28](=[CH:29][CH:30]=2)[N:27]([C:31](=[O:34])[NH:32][CH3:33])[CH:26]=[CH:25]3)[CH:18]=[CH:17][N:16]=1)[C:3](=O)[O:4]C1C=CC([N+]([O-])=O)=CC=1.[NH3:35]. (4) Given the product [CH3:12][C:11]1[C:2]([O:1][S:31]([C:34]([F:37])([F:36])[F:35])(=[O:33])=[O:32])=[C:3]([CH:8]=[C:9]([CH2:14][C:15]2[CH:16]=[N:17][C:18]([CH3:21])=[CH:19][CH:20]=2)[C:10]=1[CH3:13])[C:4]([O:6][CH3:7])=[O:5], predict the reactants needed to synthesize it. The reactants are: [OH:1][C:2]1[C:11]([CH3:12])=[C:10]([CH3:13])[C:9]([CH2:14][C:15]2[CH:16]=[N:17][C:18]([CH3:21])=[CH:19][CH:20]=2)=[CH:8][C:3]=1[C:4]([O:6][CH3:7])=[O:5].[H-].[Na+].C1C=CC(N([S:31]([C:34]([F:37])([F:36])[F:35])(=[O:33])=[O:32])[S:31]([C:34]([F:37])([F:36])[F:35])(=[O:33])=[O:32])=CC=1.Cl. (5) The reactants are: [C:1]1([CH:7]2[NH:11][C:10](=[O:12])[CH2:9][CH2:8]2)[CH:6]=[CH:5][CH:4]=[CH:3][CH:2]=1.I[C:14]1[CH:27]=[CH:26][C:17]([O:18][C:19]2[CH:24]=[CH:23][C:22]([Cl:25])=[CH:21][CH:20]=2)=[CH:16][CH:15]=1.[O-]P([O-])([O-])=O.[K+].[K+].[K+].[C@@H]1(N)CCCC[C@H]1N. Given the product [Cl:25][C:22]1[CH:23]=[CH:24][C:19]([O:18][C:17]2[CH:26]=[CH:27][C:14]([N:11]3[CH:7]([C:1]4[CH:2]=[CH:3][CH:4]=[CH:5][CH:6]=4)[CH2:8][CH2:9][C:10]3=[O:12])=[CH:15][CH:16]=2)=[CH:20][CH:21]=1, predict the reactants needed to synthesize it. (6) Given the product [O:36]1[CH:23]=[C:18]([NH:17][C:15]([C:13]2[N:14]=[C:9]3[CH:8]=[CH:7][C:6]([C:4]4[CH:5]=[CH:28][CH:27]=[CH:2][N:3]=4)=[CH:11][N:10]3[CH:12]=2)=[O:16])[CH:38]=[N:37]1, predict the reactants needed to synthesize it. The reactants are: N1[CH:5]=[C:4]([C:6]2[CH:7]=[CH:8][C:9]3[N:10]([CH:12]=[C:13]([C:15]([NH:17][C:18]4[CH:23]=CC=CN=4)=[O:16])[N:14]=3)[CH:11]=2)[N:3]=[CH:2]1.Cl.CN(C)[CH2:27][CH2:28]CN=C=NCC.[O:36]1C=C(N)[CH:38]=[N:37]1. (7) Given the product [NH2:8][C:6]1[CH:5]=[CH:4][C:3]([N:11]2[C:15]3[C:16]4[S:20][C:19]([NH:21][C:22](=[O:24])[CH3:23])=[N:18][C:17]=4[CH2:25][CH2:26][C:14]=3[C:13]([CH:27]3[CH2:28][CH2:29]3)=[N:12]2)=[C:2]([Cl:1])[CH:7]=1, predict the reactants needed to synthesize it. The reactants are: [Cl:1][C:2]1[CH:7]=[C:6]([N+:8]([O-])=O)[CH:5]=[CH:4][C:3]=1[N:11]1[C:15]2[C:16]3[S:20][C:19]([NH:21][C:22](=[O:24])[CH3:23])=[N:18][C:17]=3[CH2:25][CH2:26][C:14]=2[C:13]([CH:27]2[CH2:29][CH2:28]2)=[N:12]1.